From a dataset of Forward reaction prediction with 1.9M reactions from USPTO patents (1976-2016). Predict the product of the given reaction. (1) Given the reactants Br[C:2]1[CH:18]=[CH:17][C:5]([CH2:6][N:7]2[CH2:11][C:10](=[O:12])[N:9]([CH:13]3[CH2:15][CH2:14]3)[C:8]2=[O:16])=[CH:4][CH:3]=1.[CH:19]1([N:22]2[CH2:30][C:29]3[C:24](=[CH:25][CH:26]=[C:27](B4OC(C)(C)C(C)(C)O4)[CH:28]=3)[C:23]2=[O:40])[CH2:21][CH2:20]1.C1(P(C2CCCCC2)C2CCCCC2)CCCCC1.P([O-])([O-])([O-])=O.[K+].[K+].[K+], predict the reaction product. The product is: [CH:13]1([N:9]2[C:10](=[O:12])[CH2:11][N:7]([CH2:6][C:5]3[CH:17]=[CH:18][C:2]([C:27]4[CH:28]=[C:29]5[C:24](=[CH:25][CH:26]=4)[C:23](=[O:40])[N:22]([CH:19]4[CH2:21][CH2:20]4)[CH2:30]5)=[CH:3][CH:4]=3)[C:8]2=[O:16])[CH2:15][CH2:14]1. (2) Given the reactants C1(C)C=CC=CC=1P([C:15]1[CH:20]=[CH:19][CH:18]=[CH:17][C:16]=1[CH3:21])C1C=CC=CC=1C.Br[C:24]1[CH:25]=[C:26]2[C:38]3=[C:39]4[C:29](=[CH:30][C:31](Br)=[CH:32][C:33]4=[CH:34][CH:35]=[C:36]3[CH:37]=1)[CH:28]=[CH:27]2.[CH3:41][C:42]1[CH:47]=[CH:46][C:45]([CH3:48])=[CH:44][C:43]=1B(O)O.O.P([O-])([O-])([O-])=O.[K+].[K+].[K+].[C:61]1(C)C=CC=CC=1, predict the reaction product. The product is: [CH3:41][C:42]1[CH:47]=[CH:46][C:45]([CH3:48])=[CH:44][C:43]=1[C:37]1[C:36]2[C:38]3=[C:39]4[C:33](=[CH:34][CH:35]=2)[CH:32]=[CH:31][C:30]([C:20]2[CH:15]=[C:16]([CH3:21])[CH:17]=[CH:18][C:19]=2[CH3:61])=[C:29]4[CH:28]=[CH:27][C:26]3=[CH:25][CH:24]=1. (3) Given the reactants [Si]([O:8][CH:9]1[CH2:14][CH2:13][N:12]([C:15]2[CH:16]=[CH:17][C:18]([C:36]([F:39])([F:38])[F:37])=[C:19]([CH:35]=2)[C:20]([NH:22][C:23]2[C:24]([CH3:34])=[C:25]([CH:30]=[CH:31][C:32]=2[CH3:33])[C:26]([O:28][CH3:29])=[O:27])=[O:21])[CH2:11][CH2:10]1)(C(C)(C)C)(C)C.[N+](CCCC)(CCCC)(CCCC)CCCC.[F-], predict the reaction product. The product is: [OH:8][CH:9]1[CH2:14][CH2:13][N:12]([C:15]2[CH:16]=[CH:17][C:18]([C:36]([F:39])([F:37])[F:38])=[C:19]([CH:35]=2)[C:20]([NH:22][C:23]2[C:24]([CH3:34])=[C:25]([CH:30]=[CH:31][C:32]=2[CH3:33])[C:26]([O:28][CH3:29])=[O:27])=[O:21])[CH2:11][CH2:10]1. (4) Given the reactants C1[N:14]([CH2:13][CH2:12][CH2:11]N)CCN([CH2:11][CH2:12][CH2:13][NH2:14])C1.N[C:16]1[CH:37]=[C:36]([NH2:38])[CH:35]=[CH:34][C:17]=1OC1C=CC(OCCCCCCCC)=CC=1.[CH:39]1[C:44]2[C:45]([O:47][C:48](=[O:49])[C:43]=2[CH:42]=[C:41]2[C:50]([O:52]C(=O)[C:40]=12)=O)=[O:46].C1[C:60]([C:61]2[CH:66]=[CH:65][C:64]3[C:67]([O:69][C:70](=[O:71])[C:63]=3[CH:62]=2)=[O:68])=[CH:59][C:58]2C(OC(=O)C=2C=1)=O, predict the reaction product. The product is: [CH3:64][C:63]1([CH3:70])[C:16]2[CH:37]=[C:36]([NH2:38])[CH:35]=[CH:34][C:17]=2[C:61]([C:60]2[CH:11]=[CH:12][C:13]([NH2:14])=[CH:58][CH:59]=2)([CH3:66])[CH2:62]1.[CH:66]1[C:61]([C:50]([C:41]2[CH:40]=[CH:39][C:44]3[C:45]([O:47][C:48](=[O:49])[C:43]=3[CH:42]=2)=[O:46])=[O:52])=[CH:62][C:63]2[C:70]([O:69][C:67](=[O:68])[C:64]=2[CH:65]=1)=[O:71]. (5) The product is: [NH:9]1[C:17]2[C:12](=[CH:13][CH:14]=[CH:15][CH:16]=2)[C:11]([CH2:18][CH2:19][CH2:20][CH2:21][OH:22])=[CH:10]1. Given the reactants [H-].[H-].[H-].[H-].[Li+].[Al+3].O=O.[NH:9]1[C:17]2[C:12](=[CH:13][CH:14]=[CH:15][CH:16]=2)[C:11]([CH2:18][CH2:19][CH2:20][C:21](O)=[O:22])=[CH:10]1.[OH-].[Na+], predict the reaction product.